This data is from Peptide-MHC class I binding affinity with 185,985 pairs from IEDB/IMGT. The task is: Regression. Given a peptide amino acid sequence and an MHC pseudo amino acid sequence, predict their binding affinity value. This is MHC class I binding data. The peptide sequence is LPFDKSTVM. The MHC is HLA-B07:02 with pseudo-sequence HLA-B07:02. The binding affinity (normalized) is 0.337.